Dataset: NCI-60 drug combinations with 297,098 pairs across 59 cell lines. Task: Regression. Given two drug SMILES strings and cell line genomic features, predict the synergy score measuring deviation from expected non-interaction effect. (1) Drug 1: C1=CC(=CC=C1CC(C(=O)O)N)N(CCCl)CCCl.Cl. Cell line: T-47D. Synergy scores: CSS=16.8, Synergy_ZIP=-2.25, Synergy_Bliss=0.222, Synergy_Loewe=-7.81, Synergy_HSA=-3.12. Drug 2: CCCS(=O)(=O)NC1=C(C(=C(C=C1)F)C(=O)C2=CNC3=C2C=C(C=N3)C4=CC=C(C=C4)Cl)F. (2) Drug 1: C1=CC(=CC=C1CC(C(=O)O)N)N(CCCl)CCCl.Cl. Drug 2: CC=C1C(=O)NC(C(=O)OC2CC(=O)NC(C(=O)NC(CSSCCC=C2)C(=O)N1)C(C)C)C(C)C. Cell line: SK-MEL-5. Synergy scores: CSS=67.4, Synergy_ZIP=4.31, Synergy_Bliss=5.49, Synergy_Loewe=-31.7, Synergy_HSA=4.71. (3) Drug 1: C1CCN(CC1)CCOC2=CC=C(C=C2)C(=O)C3=C(SC4=C3C=CC(=C4)O)C5=CC=C(C=C5)O. Drug 2: COC1=CC(=CC(=C1O)OC)C2C3C(COC3=O)C(C4=CC5=C(C=C24)OCO5)OC6C(C(C7C(O6)COC(O7)C8=CC=CS8)O)O. Cell line: SN12C. Synergy scores: CSS=32.1, Synergy_ZIP=2.69, Synergy_Bliss=3.37, Synergy_Loewe=6.72, Synergy_HSA=6.69. (4) Drug 1: CCCS(=O)(=O)NC1=C(C(=C(C=C1)F)C(=O)C2=CNC3=C2C=C(C=N3)C4=CC=C(C=C4)Cl)F. Drug 2: CC1C(C(CC(O1)OC2CC(OC(C2O)C)OC3=CC4=CC5=C(C(=O)C(C(C5)C(C(=O)C(C(C)O)O)OC)OC6CC(C(C(O6)C)O)OC7CC(C(C(O7)C)O)OC8CC(C(C(O8)C)O)(C)O)C(=C4C(=C3C)O)O)O)O. Cell line: SW-620. Synergy scores: CSS=-12.1, Synergy_ZIP=32.6, Synergy_Bliss=23.6, Synergy_Loewe=5.36, Synergy_HSA=4.71. (5) Drug 1: CN(CCCl)CCCl.Cl. Drug 2: C1C(C(OC1N2C=NC(=NC2=O)N)CO)O. Cell line: NCI-H226. Synergy scores: CSS=0.946, Synergy_ZIP=-2.45, Synergy_Bliss=-3.69, Synergy_Loewe=-1.93, Synergy_HSA=-1.80. (6) Drug 1: C(CC(=O)O)C(=O)CN.Cl. Drug 2: C1CNP(=O)(OC1)N(CCCl)CCCl. Cell line: U251. Synergy scores: CSS=12.3, Synergy_ZIP=-9.58, Synergy_Bliss=-13.5, Synergy_Loewe=-12.9, Synergy_HSA=-10.8. (7) Drug 1: C1C(C(OC1N2C=NC(=NC2=O)N)CO)O. Drug 2: CC1C(C(CC(O1)OC2CC(CC3=C2C(=C4C(=C3O)C(=O)C5=CC=CC=C5C4=O)O)(C(=O)C)O)N)O. Cell line: DU-145. Synergy scores: CSS=38.1, Synergy_ZIP=-0.301, Synergy_Bliss=0.378, Synergy_Loewe=-33.8, Synergy_HSA=1.39.